Dataset: Full USPTO retrosynthesis dataset with 1.9M reactions from patents (1976-2016). Task: Predict the reactants needed to synthesize the given product. (1) Given the product [CH3:4][C:2]([Si:5]([C:29]1[CH:34]=[CH:33][CH:32]=[CH:31][CH:30]=1)([C:23]1[CH:24]=[CH:25][CH:26]=[CH:27][CH:28]=1)[O:6][CH2:7][CH2:8][C@@H:9]1[CH2:15][C@@H:14]2[C@@H:12]([CH2:13]2)[CH2:11][NH:10]1)([CH3:1])[CH3:3], predict the reactants needed to synthesize it. The reactants are: [CH3:1][C:2]([Si:5]([C:29]1[CH:34]=[CH:33][CH:32]=[CH:31][CH:30]=1)([C:23]1[CH:28]=[CH:27][CH:26]=[CH:25][CH:24]=1)[O:6][CH2:7][CH2:8][C@@H:9]1[CH2:15][C@@H:14]2[C@@H:12]([CH2:13]2)[CH2:11][N:10]1C(OC(C)(C)C)=O)([CH3:4])[CH3:3].C(O)(C(F)(F)F)=O. (2) The reactants are: [H-].[Na+].[CH3:3][N:4]1[C:8]([CH3:9])=[CH:7][C:6]([C:10]([O:12][CH3:13])=[O:11])=[C:5]1[CH2:14][C:15]([O:17][CH3:18])=[O:16].[CH:19](OC)=[O:20].CO. Given the product [CH:19]([CH:14]([C:5]1[N:4]([CH3:3])[C:8]([CH3:9])=[CH:7][C:6]=1[C:10]([O:12][CH3:13])=[O:11])[C:15]([O:17][CH3:18])=[O:16])=[O:20], predict the reactants needed to synthesize it. (3) The reactants are: [I:1][C:2]1[CH:3]=[C:4]([NH:9][C:10](=[O:23])[C:11]2[CH:16]=[CH:15][C:14]([N:17]3[CH2:22][CH2:21][NH:20][CH2:19][CH2:18]3)=[N:13][CH:12]=2)[CH:5]=[CH:6][C:7]=1[CH3:8].[CH2:24]([O:26][C:27](Cl)=[O:28])[CH3:25].CC(C)(C)CC(N1CCN(C2C=CC(C(NC3C=CC(C)=C(I)C=3)=O)=CN=2)CC1)=O. Given the product [CH2:24]([O:26][C:27]([N:20]1[CH2:19][CH2:18][N:17]([C:14]2[CH:15]=[CH:16][C:11]([C:10](=[O:23])[NH:9][C:4]3[CH:5]=[CH:6][C:7]([CH3:8])=[C:2]([I:1])[CH:3]=3)=[CH:12][N:13]=2)[CH2:22][CH2:21]1)=[O:28])[CH3:25], predict the reactants needed to synthesize it. (4) Given the product [CH2:1]([N:8]1[CH2:13][CH2:12][CH:11]([N:17]([CH3:18])[CH3:16])[CH2:10][CH2:9]1)[C:2]1[CH:7]=[CH:6][CH:5]=[CH:4][CH:3]=1, predict the reactants needed to synthesize it. The reactants are: [CH2:1]([N:8]1[CH2:13][CH2:12][C:11](=O)[CH2:10][CH2:9]1)[C:2]1[CH:7]=[CH:6][CH:5]=[CH:4][CH:3]=1.Cl.[CH3:16][NH:17][CH3:18].Cl.C(O)C.C([BH3-])#N.[Na+]. (5) Given the product [CH3:35][N:36]1[CH2:40][CH2:39][CH2:38][CH:37]1[CH2:41][CH2:42][NH:43][C:21]([C:17]1[C:16]([CH3:24])=[C:15]([CH:13]=[O:14])[NH:19][C:18]=1[CH3:20])=[O:23], predict the reactants needed to synthesize it. The reactants are: Cl.C(N=C=NCCCN(C)C)C.[CH:13]([C:15]1[NH:19][C:18]([CH3:20])=[C:17]([C:21]([OH:23])=O)[C:16]=1[CH3:24])=[O:14].ON1C2C=CC=CC=2N=N1.[CH3:35][N:36]1[CH2:40][CH2:39][CH2:38][CH:37]1[CH2:41][CH2:42][NH2:43]. (6) Given the product [C:1]([C:4]1[C:12]2[C:7](=[CH:8][CH:9]=[C:10]([C:13]3[CH:14]=[N:15][C:16]([F:19])=[CH:17][CH:18]=3)[CH:11]=2)[N:6]([CH2:20][C:21]([OH:23])=[O:22])[N:5]=1)(=[O:3])[NH2:2], predict the reactants needed to synthesize it. The reactants are: [C:1]([C:4]1[C:12]2[C:7](=[CH:8][CH:9]=[C:10]([C:13]3[CH:14]=[N:15][C:16]([F:19])=[CH:17][CH:18]=3)[CH:11]=2)[N:6]([CH2:20][C:21]([O:23]C(C)(C)C)=[O:22])[N:5]=1)(=[O:3])[NH2:2]. (7) Given the product [CH3:11][N:10]1[C:3]2[C:2]([O:12][C:13]3[CH:14]=[C:15]([CH:19]=[CH:20][CH:21]=3)[C:16]([OH:18])=[O:17])=[N:7][CH:6]=[N:5][C:4]=2[CH:8]=[CH:9]1, predict the reactants needed to synthesize it. The reactants are: Cl[C:2]1[C:3]2[N:10]([CH3:11])[CH:9]=[CH:8][C:4]=2[N:5]=[CH:6][N:7]=1.[OH:12][C:13]1[CH:14]=[C:15]([CH:19]=[CH:20][CH:21]=1)[C:16]([OH:18])=[O:17].C(=O)([O-])[O-].[Cs+].[Cs+]. (8) Given the product [CH3:28][O:27][C:25](=[O:26])[CH2:24][CH2:23][O:20][CH2:19][C:7]([C:6](=[O:21])[NH:5][CH2:3][CH3:4])([C:8](=[O:9])[NH:10][CH2:11][CH3:12])[C:13]1[CH:14]=[CH:15][CH:16]=[CH:17][CH:18]=1, predict the reactants needed to synthesize it. The reactants are: [H-].[Na+].[CH2:3]([NH:5][C:6](=[O:21])[C:7]([CH2:19][OH:20])([C:13]1[CH:18]=[CH:17][CH:16]=[CH:15][CH:14]=1)[C:8]([NH:10][CH2:11][CH3:12])=[O:9])[CH3:4].Br[CH2:23][CH2:24][C:25]([O:27][CH3:28])=[O:26].